Dataset: Blood-brain barrier permeability classification from the B3DB database. Task: Regression/Classification. Given a drug SMILES string, predict its absorption, distribution, metabolism, or excretion properties. Task type varies by dataset: regression for continuous measurements (e.g., permeability, clearance, half-life) or binary classification for categorical outcomes (e.g., BBB penetration, CYP inhibition). Dataset: b3db_classification. The compound is Nc1cc(OCC2CC2)c(C(=O)N[C@@H]2CN3CCC2CC3)cc1Cl. The result is 1 (penetrates BBB).